Dataset: Forward reaction prediction with 1.9M reactions from USPTO patents (1976-2016). Task: Predict the product of the given reaction. (1) The product is: [C:1]([NH:4][C:5]1[CH:13]=[CH:12][C:8]([C:9]([NH:11][C:14]([N:30]2[CH2:31][CH2:32][CH:27]([CH2:26][C:25]3[CH:24]=[CH:23][C:22]([F:21])=[CH:34][CH:33]=3)[CH2:28][CH2:29]2)=[O:18])=[O:10])=[CH:7][CH:6]=1)(=[O:3])[CH3:2]. Given the reactants [C:1]([NH:4][C:5]1[CH:13]=[CH:12][C:8]([C:9]([NH2:11])=[O:10])=[CH:7][CH:6]=1)(=[O:3])[CH3:2].[C:14](Cl)(=[O:18])C(Cl)=O.Cl.[F:21][C:22]1[CH:34]=[CH:33][C:25]([CH2:26][CH:27]2[CH2:32][CH2:31][NH:30][CH2:29][CH2:28]2)=[CH:24][CH:23]=1.C(N(CC)CC)C, predict the reaction product. (2) Given the reactants I[C:2]1[C:10]2[C:5](=[N:6][CH:7]=[N:8][C:9]=2[NH2:11])[N:4]([CH:12]2[CH2:17][CH2:16][CH2:15][N:14]([CH2:18][CH2:19][O:20][CH3:21])[CH2:13]2)[N:3]=1.[O:22]([C:29]1[CH:34]=[CH:33][C:32](B(O)O)=[CH:31][CH:30]=1)[C:23]1[CH:28]=[CH:27][CH:26]=[CH:25][CH:24]=1.C(=O)([O-])[O-].[Na+].[Na+], predict the reaction product. The product is: [C:19]([OH:20])(=[O:22])[CH3:18].[CH3:21][O:20][CH2:19][CH2:18][N:14]1[CH2:15][CH2:16][CH2:17][CH:12]([N:4]2[C:5]3=[N:6][CH:7]=[N:8][C:9]([NH2:11])=[C:10]3[C:2]([C:32]3[CH:33]=[CH:34][C:29]([O:22][C:23]4[CH:28]=[CH:27][CH:26]=[CH:25][CH:24]=4)=[CH:30][CH:31]=3)=[N:3]2)[CH2:13]1. (3) Given the reactants [N:1]1([C:11]([C:13]2[CH:17]=[C:16]([CH:18]3[CH2:23][CH2:22][NH:21][CH2:20][CH2:19]3)[S:15][CH:14]=2)=[O:12])[C@@H:10]2[C@@H:5]([CH2:6][CH2:7][CH2:8][CH2:9]2)[CH2:4][CH2:3][CH2:2]1.C(N(CC)CC)C.CN(C(ON1N=NC2C=CC=NC1=2)=[N+](C)C)C.F[P-](F)(F)(F)(F)F.C(OC([NH:62][CH2:63][CH2:64][C:65]([OH:67])=O)=O)(C)(C)C.[CH3:68][S:69](Cl)(=[O:71])=[O:70], predict the reaction product. The product is: [N:1]1([C:11]([C:13]2[CH:17]=[C:16]([CH:18]3[CH2:19][CH2:20][N:21]([C:65](=[O:67])[CH2:64][CH2:63][NH:62][S:69]([CH3:68])(=[O:71])=[O:70])[CH2:22][CH2:23]3)[S:15][CH:14]=2)=[O:12])[C@@H:10]2[C@@H:5]([CH2:6][CH2:7][CH2:8][CH2:9]2)[CH2:4][CH2:3][CH2:2]1.